This data is from Reaction yield outcomes from USPTO patents with 853,638 reactions. The task is: Predict the reaction yield, written as a fraction of the theoretical maximum amount of product (1.0 means a 100% yield; for example, 0.34 means a 34% yield). (1) The reactants are [C:1]([C:3](=[C:9]([CH3:11])[CH3:10])[C:4]([O:6][CH2:7][CH3:8])=[O:5])#[N:2].[CH2:12]([Mg]Cl)[C:13]1[CH:18]=[CH:17][CH:16]=[CH:15][CH:14]=1.Cl. The catalyst is CCOCC. The product is [C:1]([CH:3]([C:9]([CH3:10])([CH3:11])[CH2:12][C:13]1[CH:18]=[CH:17][CH:16]=[CH:15][CH:14]=1)[C:4]([O:6][CH2:7][CH3:8])=[O:5])#[N:2]. The yield is 0.735. (2) The reactants are [F:1][C:2]([F:18])([F:17])[C:3](OC1C(F)=C(F)C(F)=C(F)C=1F)=[O:4].[NH2:19][C:20]1[CH:24]=[C:23]([CH2:25][C:26]([OH:28])=O)[NH:22][N:21]=1.N1C=CC=CC=1.[F:35][C:36]1[CH:37]=[C:38]([CH:40]=[CH:41][CH:42]=1)[NH2:39].Cl. The catalyst is CN(C)C=O. The product is [F:1][C:2]([F:18])([F:17])[C:3]([NH:19][C:20]1[CH:24]=[C:23]([CH2:25][C:26]([NH:39][C:38]2[CH:40]=[CH:41][CH:42]=[C:36]([F:35])[CH:37]=2)=[O:28])[NH:22][N:21]=1)=[O:4]. The yield is 0.300. (3) The reactants are Br[C:2]1[N:6]2[N:7]=[C:8]([NH:11][CH2:12][CH2:13][CH2:14][CH3:15])[CH:9]=[CH:10][C:5]2=[N:4][CH:3]=1.[O:16]=[C:17]1[C:26]2[C:21](=[CH:22][C:23](B(O)O)=[CH:24][CH:25]=2)[CH2:20][CH2:19][NH:18]1.P([O-])([O-])([O-])=O.[K+].[K+].[K+].COCCOC. The catalyst is C1C=CC(P(C2C=CC=CC=2)[C-]2C=CC=C2)=CC=1.C1C=CC(P(C2C=CC=CC=2)[C-]2C=CC=C2)=CC=1.Cl[Pd]Cl.[Fe+2].O. The product is [CH2:12]([NH:11][C:8]1[CH:9]=[CH:10][C:5]2[N:6]([C:2]([C:23]3[CH:22]=[C:21]4[C:26](=[CH:25][CH:24]=3)[C:17](=[O:16])[NH:18][CH2:19][CH2:20]4)=[CH:3][N:4]=2)[N:7]=1)[CH2:13][CH2:14][CH3:15]. The yield is 0.440. (4) The reactants are FC(F)(F)S(O)(=O)=O.[N+:9]([O-:12])(O)=[O:10].CCOC(C)=O.[F:19][C:20]([F:36])([F:35])[C:21]([N:23]1[CH2:29][CH:28]2[CH2:30][CH:25]([C:26]3[CH:34]=[CH:33][CH:32]=[CH:31][C:27]=32)[CH2:24]1)=[O:22]. The catalyst is C(Cl)Cl. The product is [N+:9]([C:33]1[CH:32]=[CH:31][C:27]2[CH:28]3[CH2:30][CH:25]([C:26]=2[CH:34]=1)[CH2:24][N:23]([C:21](=[O:22])[C:20]([F:35])([F:19])[F:36])[CH2:29]3)([O-:12])=[O:10]. The yield is 0.900. (5) The reactants are [Cl:1][C:2]1[CH:3]=[C:4]([N:10]2[CH:22]([CH:23]3[CH2:27][CH2:26][CH2:25][CH2:24]3)[CH:21]3[C:12]([C:13]4[CH:14]=[CH:15][C:16]([C:28](O)=[O:29])=[N:17][C:18]=4[CH2:19][CH2:20]3)=[N:11]2)[CH:5]=[CH:6][C:7]=1[C:8]#[N:9].[CH3:31][S:32]([N:35]1[CH2:40][CH2:39][NH:38][CH2:37][CH2:36]1)(=[O:34])=[O:33].CCN(C(C)C)C(C)C.CN(C(ON1N=NC2C=CC=NC1=2)=[N+](C)C)C.F[P-](F)(F)(F)(F)F. The catalyst is ClCCl.CN(C=O)C. The yield is 0.573. The product is [Cl:1][C:2]1[CH:3]=[C:4]([N:10]2[CH:22]([CH:23]3[CH2:27][CH2:26][CH2:25][CH2:24]3)[CH:21]3[C:12]([C:13]4[CH:14]=[CH:15][C:16]([C:28]([N:38]5[CH2:39][CH2:40][N:35]([S:32]([CH3:31])(=[O:34])=[O:33])[CH2:36][CH2:37]5)=[O:29])=[N:17][C:18]=4[CH2:19][CH2:20]3)=[N:11]2)[CH:5]=[CH:6][C:7]=1[C:8]#[N:9]. (6) The reactants are [C:1]1([Si:7](Cl)([Cl:9])[Cl:8])[CH:6]=[CH:5][CH:4]=[CH:3][CH:2]=1.C[SiH](Cl)Cl. No catalyst specified. The product is [C:1]1([SiH:7]([Cl:9])[Cl:8])[CH:6]=[CH:5][CH:4]=[CH:3][CH:2]=1. The yield is 0.612. (7) The reactants are [I:1][C:2]1[C:10]2[C:5](=[N:6][CH:7]=[N:8][C:9]=2[NH2:11])[N:4]([C@@H:12]2[CH2:16][CH2:15][NH:14][CH2:13]2)[N:3]=1.Cl.[CH:18]1([N:22]([CH3:29])[CH2:23]/[CH:24]=[CH:25]/[C:26](O)=[O:27])[CH2:21][CH2:20][CH2:19]1.CCN(C(C)C)C(C)C.CN(C(ON1N=NC2C=CC=CC1=2)=[N+](C)C)C.F[P-](F)(F)(F)(F)F. The catalyst is CN(C=O)C. The product is [NH2:11][C:9]1[N:8]=[CH:7][N:6]=[C:5]2[N:4]([C@@H:12]3[CH2:16][CH2:15][N:14]([C:26](=[O:27])/[CH:25]=[CH:24]/[CH2:23][N:22]([CH:18]4[CH2:21][CH2:20][CH2:19]4)[CH3:29])[CH2:13]3)[N:3]=[C:2]([I:1])[C:10]=12. The yield is 1.00. (8) The reactants are Cl[C:2]1[CH:7]=[C:6]([C:8]2[CH:13]=[CH:12][C:11]([O:14][C:15]([F:18])([F:17])[F:16])=[CH:10][CH:9]=2)[N:5]=[CH:4][N:3]=1.Cl[C:20]1[CH:25]=[C:24](Cl)N=C[N:21]=1.FC(F)(F)O[C:30]1[CH:35]=[CH:34]C(B(O)O)=[CH:32][CH:31]=1.[O-:41]P([O-])([O-])=O.[K+].[K+].[K+]. The catalyst is COCCOC.O.C1C=CC([P]([Pd]([P](C2C=CC=CC=2)(C2C=CC=CC=2)C2C=CC=CC=2)([P](C2C=CC=CC=2)(C2C=CC=CC=2)C2C=CC=CC=2)[P](C2C=CC=CC=2)(C2C=CC=CC=2)C2C=CC=CC=2)(C2C=CC=CC=2)C2C=CC=CC=2)=CC=1. The product is [C:24]1([C@@H:25]([OH:41])[CH2:20][NH:21][C:2]2[CH:7]=[C:6]([C:8]3[CH:13]=[CH:12][C:11]([O:14][C:15]([F:18])([F:17])[F:16])=[CH:10][CH:9]=3)[N:5]=[CH:4][N:3]=2)[CH:34]=[CH:35][CH:30]=[CH:31][CH:32]=1. The yield is 0.540. (9) The reactants are [Cl:1][C:2]1[CH:20]=[C:19]([CH2:21][CH:22]2[S:26][C:25](=[O:27])[NH:24][C:23]2=[O:28])[CH:18]=[C:17]([Cl:29])[C:3]=1[O:4][C:5]1[CH:6]=[CH:7][C:8]([O:15][CH3:16])=[C:9]([S:11](Cl)(=[O:13])=[O:12])[CH:10]=1.[CH:30]1([NH2:33])[CH2:32][CH2:31]1.CN1CCOCC1. The catalyst is O1CCCC1. The product is [CH:30]1([NH:33][S:11]([C:9]2[CH:10]=[C:5]([O:4][C:3]3[C:2]([Cl:1])=[CH:20][C:19]([CH2:21][CH:22]4[S:26][C:25](=[O:27])[NH:24][C:23]4=[O:28])=[CH:18][C:17]=3[Cl:29])[CH:6]=[CH:7][C:8]=2[O:15][CH3:16])(=[O:13])=[O:12])[CH2:32][CH2:31]1. The yield is 0.410. (10) The reactants are [ClH:1].[CH2:2]1[CH2:6][O:5][C:4]2[CH:7]=[CH:8][C:9]3[CH2:10][CH2:11]/[C:12](=[CH:14]\[CH2:15][NH2:16])/[C:13]=3[C:3]1=2.[OH-].[Na+]. The catalyst is C1(C)C=CC=CC=1. The product is [ClH:1].[CH2:2]1[CH2:6][O:5][C:4]2[CH:7]=[CH:8][C:9]3[CH2:10][CH2:11][C@@H:12]([CH2:14][CH2:15][NH2:16])[C:13]=3[C:3]1=2. The yield is 0.697.